This data is from Reaction yield outcomes from USPTO patents with 853,638 reactions. The task is: Predict the reaction yield, written as a fraction of the theoretical maximum amount of product (1.0 means a 100% yield; for example, 0.34 means a 34% yield). The yield is 0.490. The product is [Br:31][CH:2]([C:4]1[O:5][C:6](=[O:29])[C:7]2[C:12]([C:13]=1[C:14]1[CH:19]=[CH:18][CH:17]=[C:16]([S:20]([N:23]3[CH2:28][CH2:27][O:26][CH2:25][CH2:24]3)(=[O:22])=[O:21])[CH:15]=1)=[CH:11][CH:10]=[CH:9][CH:8]=2)[CH3:3]. The catalyst is C(Cl)Cl. The reactants are O[CH:2]([C:4]1[O:5][C:6](=[O:29])[C:7]2[C:12]([C:13]=1[C:14]1[CH:19]=[CH:18][CH:17]=[C:16]([S:20]([N:23]3[CH2:28][CH2:27][O:26][CH2:25][CH2:24]3)(=[O:22])=[O:21])[CH:15]=1)=[CH:11][CH:10]=[CH:9][CH:8]=2)[CH3:3].P(Br)(Br)[Br:31].CN(C=O)C.